The task is: Regression. Given two drug SMILES strings and cell line genomic features, predict the synergy score measuring deviation from expected non-interaction effect.. This data is from NCI-60 drug combinations with 297,098 pairs across 59 cell lines. Drug 1: COC1=C(C=C2C(=C1)N=CN=C2NC3=CC(=C(C=C3)F)Cl)OCCCN4CCOCC4. Drug 2: C1=NC2=C(N1)C(=S)N=C(N2)N. Cell line: SF-539. Synergy scores: CSS=39.0, Synergy_ZIP=-3.58, Synergy_Bliss=-2.78, Synergy_Loewe=0.898, Synergy_HSA=3.03.